The task is: Predict the reaction yield, written as a fraction of the theoretical maximum amount of product (1.0 means a 100% yield; for example, 0.34 means a 34% yield).. This data is from Reaction yield outcomes from USPTO patents with 853,638 reactions. (1) The reactants are [F:1][C:2]1[CH:14]=[CH:13][C:5]([C:6]([CH2:8][C:9]([O:11][CH3:12])=[O:10])=[O:7])=[CH:4][CH:3]=1.[C:15](#[N:19])[CH:16]([CH3:18])[CH3:17].[Sn](Cl)(Cl)(Cl)Cl.O. The catalyst is C1(C)C=CC=CC=1.C(OCC)(=O)C. The product is [NH2:19][C:15]([CH:16]([CH3:18])[CH3:17])=[C:8]([C:6]([C:5]1[CH:4]=[CH:3][C:2]([F:1])=[CH:14][CH:13]=1)=[O:7])[C:9]([O:11][CH3:12])=[O:10]. The yield is 0.863. (2) The reactants are [O:1]1[C:12]2[C:13]3[C:8]([C:9]([C:14]4[C:23]5[C:18](=[CH:19][CH:20]=[CH:21][CH:22]=5)[CH:17]=[C:16]([CH3:24])[C:15]=4[OH:25])=[CH:10][CH:11]=2)=[N:7][CH:6]=[CH:5][C:4]=3[CH2:3][CH2:2]1.N1C(C)=CC=CC=1C.[F:34][C:35]([F:48])([F:47])[S:36](O[S:36]([C:35]([F:48])([F:47])[F:34])(=[O:38])=[O:37])(=[O:38])=[O:37]. The catalyst is C(Cl)Cl. The product is [F:34][C:35]([F:48])([F:47])[S:36]([O:25][C:15]1[C:16]([CH3:24])=[CH:17][C:18]2[C:23](=[CH:22][CH:21]=[CH:20][CH:19]=2)[C:14]=1[C:9]1[C:8]2[C:13]3=[C:4]([CH2:3][CH2:2][O:1][C:12]3=[CH:11][CH:10]=1)[CH:5]=[CH:6][N:7]=2)(=[O:38])=[O:37]. The yield is 0.410.